This data is from Full USPTO retrosynthesis dataset with 1.9M reactions from patents (1976-2016). The task is: Predict the reactants needed to synthesize the given product. (1) Given the product [Cl:1][C:2]1[N:7]=[CH:6][C:5]2[S:8][C:9]3[CH:14]=[CH:13][C:12]([C:29]4[CH:30]=[CH:31][C:32]5[C:33]6[C:20](=[CH:19][CH:18]=[CH:17][CH:16]=6)[C:21]6[C:26](=[CH:25][CH:24]=[CH:23][CH:22]=6)[C:27]=5[CH:28]=4)=[CH:11][C:10]=3[C:4]=2[CH:3]=1, predict the reactants needed to synthesize it. The reactants are: [Cl:1][C:2]1[N:7]=[CH:6][C:5]2[S:8][C:9]3[CH:14]=[CH:13][C:12](Br)=[CH:11][C:10]=3[C:4]=2[CH:3]=1.[CH:16]1[C:33]2[C:32]3[C:27](=[CH:28][CH:29]=[CH:30][CH:31]=3)[C:26]3[C:21](=[CH:22][CH:23]=[CH:24][CH:25]=3)[C:20]=2[CH:19]=[CH:18][C:17]=1B(O)O.[O-]P([O-])([O-])=O.[K+].[K+].[K+].C1(C)C=CC=CC=1. (2) Given the product [O:47]1[CH:51]=[CH:50][C:49]([CH2:52][N:28]2[CH:23]3[CH2:24][CH2:25][CH:26]2[CH2:27][CH:21]([CH:11]2[C:10]4[CH:9]=[CH:8][C:7]([C:3]5[CH:2]=[N:1][CH:6]=[CH:5][CH:4]=5)=[CH:20][C:19]=4[O:18][C:17]4[C:12]2=[CH:13][CH:14]=[CH:15][CH:16]=4)[CH2:22]3)=[CH:48]1, predict the reactants needed to synthesize it. The reactants are: [N:1]1[CH:6]=[CH:5][CH:4]=[C:3]([C:7]2[CH:8]=[CH:9][C:10]3[CH:11]([CH:21]4[CH2:27][CH:26]5[NH:28][CH:23]([CH2:24][CH2:25]5)[CH2:22]4)[C:12]4[C:17]([O:18][C:19]=3[CH:20]=2)=[CH:16][CH:15]=[CH:14][CH:13]=4)[CH:2]=1.C(O[BH-](OC(=O)C)OC(=O)C)(=O)C.C[N+](C)(C)C.[O:47]1[CH:51]=[CH:50][C:49]([CH:52]=O)=[CH:48]1. (3) Given the product [Br:30][C:31]1[S:32][CH:33]=[C:34]([C:36]([NH:1][C:2]2[CH:3]=[N:4][CH:5]=[CH:6][C:7]=2[N:8]2[CH2:13][CH2:12][C@@H:11]([O:14][Si:15]([C:18]([CH3:21])([CH3:20])[CH3:19])([CH3:17])[CH3:16])[C@H:10]([NH:22][C:23](=[O:29])[O:24][C:25]([CH3:28])([CH3:27])[CH3:26])[CH2:9]2)=[O:37])[N:35]=1, predict the reactants needed to synthesize it. The reactants are: [NH2:1][C:2]1[CH:3]=[N:4][CH:5]=[CH:6][C:7]=1[N:8]1[CH2:13][CH2:12][C@@H:11]([O:14][Si:15]([C:18]([CH3:21])([CH3:20])[CH3:19])([CH3:17])[CH3:16])[C@H:10]([NH:22][C:23](=[O:29])[O:24][C:25]([CH3:28])([CH3:27])[CH3:26])[CH2:9]1.[Br:30][C:31]1[S:32][CH:33]=[C:34]([C:36](O)=[O:37])[N:35]=1.C1C=NC2N(O)N=NC=2C=1.C(Cl)CCl. (4) Given the product [CH2:11]([C:3]1[CH:4]=[C:5]([OH:9])[C:6]([O:8][CH3:14])=[CH:7][C:2]=1[F:1])[CH3:12], predict the reactants needed to synthesize it. The reactants are: [F:1][C:2]1[CH:7]=[C:6]([OH:8])[C:5]([O:9]C)=[CH:4][C:3]=1[C:11](=O)[CH3:12].[C:14](O)(=O)C. (5) Given the product [CH3:30][C:27]([O:26][C:24]([N:21]1[CH2:20][CH2:19][C:18]2[CH:31]=[CH:32][C:15]([CH2:14][O:13][C:10]3[N:11]=[CH:12][C:7]([C:5]([OH:6])=[O:4])=[CH:8][CH:9]=3)=[CH:16][C:17]=2[CH2:23][CH2:22]1)=[O:25])([CH3:28])[CH3:29], predict the reactants needed to synthesize it. The reactants are: [OH-].[Na+].C[O:4][C:5]([C:7]1[CH:8]=[CH:9][C:10]([O:13][CH2:14][C:15]2[CH:32]=[CH:31][C:18]3[CH2:19][CH2:20][N:21]([C:24]([O:26][C:27]([CH3:30])([CH3:29])[CH3:28])=[O:25])[CH2:22][CH2:23][C:17]=3[CH:16]=2)=[N:11][CH:12]=1)=[O:6]. (6) Given the product [Cl:30][C:21]1[C:20]([CH2:19][O:17][C:6]2[CH:5]=[C:4]3[C:9]([C:10]([N:12]4[CH2:16][CH2:15][CH2:14][CH2:13]4)=[CH:11][C:2]([CH3:1])=[N:3]3)=[CH:8][CH:7]=2)=[CH:25][CH:24]=[C:23]([C:26]([F:27])([F:28])[F:29])[N:22]=1, predict the reactants needed to synthesize it. The reactants are: [CH3:1][C:2]1[CH:11]=[C:10]([N:12]2[CH2:16][CH2:15][CH2:14][CH2:13]2)[C:9]2[C:4](=[CH:5][C:6]([OH:17])=[CH:7][CH:8]=2)[N:3]=1.Br[CH2:19][C:20]1[C:21]([Cl:30])=[N:22][C:23]([C:26]([F:29])([F:28])[F:27])=[CH:24][CH:25]=1. (7) Given the product [Br:21][C:22]1[CH:23]=[C:24]2[O:34][CH2:33][CH2:32][O:31][C:25]2=[C:26]2[C:30]=1[N:29]([CH2:1][CH2:2][CH3:3])[CH:28]=[CH:27]2, predict the reactants needed to synthesize it. The reactants are: [CH2:1](OC1C(F)=CC(Br)=C2C=1C=CN2C)[C:2]1C=CC=C[CH:3]=1.[Br:21][C:22]1[CH:23]=[C:24]2[O:34][CH2:33][CH2:32][O:31][C:25]2=[C:26]2[C:30]=1[NH:29][CH:28]=[CH:27]2. (8) Given the product [CH2:24]([O:23][C:21]([C:18]1([CH2:27][C:28]2[CH:33]=[CH:32][CH:31]=[CH:30][CH:29]=2)[CH2:19][CH2:20][N:15]([CH2:8][C:9]2[CH:10]=[CH:11][CH:12]=[CH:13][CH:14]=2)[CH2:16][C:17]1=[O:26])=[O:22])[CH3:25], predict the reactants needed to synthesize it. The reactants are: CC(C)([O-])C.[K+].Cl.[CH2:8]([N:15]1[CH2:20][CH2:19][CH:18]([C:21]([O:23][CH2:24][CH3:25])=[O:22])[C:17](=[O:26])[CH2:16]1)[C:9]1[CH:14]=[CH:13][CH:12]=[CH:11][CH:10]=1.[CH2:27](Br)[C:28]1[CH:33]=[CH:32][CH:31]=[CH:30][CH:29]=1.[Cl-].[NH4+]. (9) Given the product [ClH:40].[ClH:40].[F:1][C:2]1[CH:39]=[CH:38][C:5]([CH2:6][CH2:7][N:8]2[CH2:13][CH2:12][N:11]([C:14]3[CH:15]=[CH:16][C:17]4[C:18]5[C:27]([CH3:28])([CH3:29])[NH:26][CH2:25][CH2:24][C:19]=5[N:20]([CH3:23])[C:21]=4[CH:22]=3)[C:10](=[O:37])[CH2:9]2)=[CH:4][CH:3]=1, predict the reactants needed to synthesize it. The reactants are: [F:1][C:2]1[CH:39]=[CH:38][C:5]([CH2:6][CH2:7][N:8]2[CH2:13][CH2:12][N:11]([C:14]3[CH:15]=[CH:16][C:17]4[C:18]5[C:27]([CH3:29])([CH3:28])[N:26](C(OC(C)(C)C)=O)[CH2:25][CH2:24][C:19]=5[N:20]([CH3:23])[C:21]=4[CH:22]=3)[C:10](=[O:37])[CH2:9]2)=[CH:4][CH:3]=1.[ClH:40]. (10) Given the product [NH2:3][C:4]1[S:5][C:6]([C:9](=[O:11])[CH2:10][Br:1])=[CH:7][N:8]=1, predict the reactants needed to synthesize it. The reactants are: [Br:1]Br.[NH2:3][C:4]1[S:5][C:6]([C:9](=[O:11])[CH3:10])=[CH:7][N:8]=1.